Task: Predict which catalyst facilitates the given reaction.. Dataset: Catalyst prediction with 721,799 reactions and 888 catalyst types from USPTO (1) Reactant: CC(C)([O-])C.[Na+].[Cl:7][C:8]1[N:16]=[C:15]2[C:11]([NH:12][CH:13]=[N:14]2)=[C:10]([Cl:17])[N:9]=1.Br[CH2:19][C:20]1[CH:25]=[CH:24][C:23]([C:26]([F:29])([F:28])[F:27])=[C:22]([F:30])[CH:21]=1. Product: [Cl:7][C:8]1[N:16]=[C:15]2[C:11]([N:12]([CH2:19][C:20]3[CH:25]=[CH:24][C:23]([C:26]([F:27])([F:28])[F:29])=[C:22]([F:30])[CH:21]=3)[CH:13]=[N:14]2)=[C:10]([Cl:17])[N:9]=1. The catalyst class is: 7. (2) Reactant: [CH3:1][C:2]1[C:6]([C:7]2[CH:8]=[C:9]([C:24]([NH2:26])=[O:25])[C:10]3[NH:11][C:12]4[C:17]([C:18]=3[CH:19]=2)=[CH:16][CH:15]=[C:14]([C:20]([OH:23])([CH3:22])[CH3:21])[CH:13]=4)=[C:5]([CH3:27])[O:4][N:3]=1.CC(C)([O-])C.[K+].[CH3:34][S:35](Cl)(=[O:37])=[O:36]. Product: [CH3:1][C:2]1[C:6]([C:7]2[CH:8]=[C:9]([C:24]([NH2:26])=[O:25])[C:10]3[N:11]([S:35]([CH3:34])(=[O:37])=[O:36])[C:12]4[C:17]([C:18]=3[CH:19]=2)=[CH:16][CH:15]=[C:14]([C:20]([OH:23])([CH3:22])[CH3:21])[CH:13]=4)=[C:5]([CH3:27])[O:4][N:3]=1. The catalyst class is: 76. (3) The catalyst class is: 10. Reactant: CC1(O)C=C[C:5]([CH2:6][N:7]2[CH2:12][CH2:11]C[CH2:9][CH2:8]2)=[CH:4][CH2:3]1.CS(O[CH2:21][CH2:22][C:23]#[CH:24])(=O)=O.[C:25](=[O:28])([O-])[O-].[K+].[K+]. Product: [CH3:21][C:22]1[CH:3]=[CH:4][C:5]([CH2:6][C:25]2([OH:28])[CH2:9][CH2:8][N:7]([CH2:6][CH2:5][C:4]#[CH:3])[CH2:12][CH2:11]2)=[CH:24][CH:23]=1.